This data is from NCI-60 drug combinations with 297,098 pairs across 59 cell lines. The task is: Regression. Given two drug SMILES strings and cell line genomic features, predict the synergy score measuring deviation from expected non-interaction effect. Synergy scores: CSS=3.57, Synergy_ZIP=1.27, Synergy_Bliss=4.25, Synergy_Loewe=3.31, Synergy_HSA=3.19. Cell line: T-47D. Drug 2: C(CCl)NC(=O)N(CCCl)N=O. Drug 1: CC1=C(C=C(C=C1)NC(=O)C2=CC=C(C=C2)CN3CCN(CC3)C)NC4=NC=CC(=N4)C5=CN=CC=C5.